Dataset: Full USPTO retrosynthesis dataset with 1.9M reactions from patents (1976-2016). Task: Predict the reactants needed to synthesize the given product. (1) Given the product [Cl:16][C:17]1[N:22]=[C:21]([NH:15][C:10]2[CH:11]=[CH:12][CH:13]=[CH:14][C:9]=2[S:6]([CH:3]([CH3:5])[CH3:4])(=[O:8])=[O:7])[C:20]([CH3:24])=[CH:19][N:18]=1, predict the reactants needed to synthesize it. The reactants are: [H-].[Na+].[CH:3]([S:6]([C:9]1[CH:14]=[CH:13][CH:12]=[CH:11][C:10]=1[NH2:15])(=[O:8])=[O:7])([CH3:5])[CH3:4].[Cl:16][C:17]1[N:22]=[C:21](Cl)[C:20]([CH3:24])=[CH:19][N:18]=1. (2) The reactants are: [OH:1][C:2]1[CH:3]=[C:4]([CH2:9][C@H:10]([NH:27]C(OC(C)(C)C)=O)[C:11]([O:13][CH2:14][CH:15]([OH:26])[CH2:16][O:17][C:18]([C:20]2[CH:25]=[CH:24][CH:23]=[CH:22][CH:21]=2)=[O:19])=[O:12])[CH:5]=[CH:6][C:7]=1[OH:8].[ClH:35]. Given the product [ClH:35].[NH2:27][C@@H:10]([CH2:9][C:4]1[CH:5]=[CH:6][C:7]([OH:8])=[C:2]([OH:1])[CH:3]=1)[C:11]([O:13][CH2:14][CH:15]([OH:26])[CH2:16][O:17][C:18]([C:20]1[CH:25]=[CH:24][CH:23]=[CH:22][CH:21]=1)=[O:19])=[O:12], predict the reactants needed to synthesize it. (3) Given the product [CH3:17][C:18]([NH:26][C:14]([C:12]1[CH:11]=[CH:10][CH:9]=[C:8]([C:4]2[CH:5]=[CH:6][CH:7]=[C:2]([Cl:1])[CH:3]=2)[N:13]=1)=[O:16])([C:20]1[S:24][N:23]=[C:22]([CH3:25])[N:21]=1)[CH3:19], predict the reactants needed to synthesize it. The reactants are: [Cl:1][C:2]1[CH:3]=[C:4]([C:8]2[N:13]=[C:12]([C:14]([OH:16])=O)[CH:11]=[CH:10][CH:9]=2)[CH:5]=[CH:6][CH:7]=1.[CH3:17][C:18]([NH2:26])([C:20]1[S:24][N:23]=[C:22]([CH3:25])[N:21]=1)[CH3:19]. (4) Given the product [CH3:31][S:27]([C:3]1[C:8]2[C:9](=[O:24])[C:10]3[C:11]([CH:22]=[CH:23][C:7]=2[CH:6]=[CH:5][CH:4]=1)=[N:12][CH:13]=[C:14]([C:16]1[CH:17]=[CH:18][CH:19]=[CH:20][CH:21]=1)[CH:15]=3)(=[O:29])=[O:26], predict the reactants needed to synthesize it. The reactants are: CS[C:3]1[C:8]2[C:9](=[O:24])[C:10]3[C:11]([CH:22]=[CH:23][C:7]=2[CH:6]=[CH:5][CH:4]=1)=[N:12][CH:13]=[C:14]([C:16]1[CH:21]=[CH:20][CH:19]=[CH:18][CH:17]=1)[CH:15]=3.O[O:26][S:27]([O-:29])=O.[K+].[CH2:31]1COCC1. (5) Given the product [CH2:66]([S:67]([NH:70][C:25]([CH:22]1[CH2:23][CH2:24][N:19]([C:9]2[C:8]([F:28])=[CH:7][C:6]([C:1](=[O:5])[CH2:2][CH2:3][CH3:4])=[C:11]([CH2:12][N:13]3[CH2:17][CH2:16][CH2:15][C:14]3=[O:18])[N:10]=2)[CH2:20][CH2:21]1)=[O:27])(=[O:69])=[O:68])[C:60]1[CH:65]=[CH:64][CH:63]=[CH:62][CH:61]=1, predict the reactants needed to synthesize it. The reactants are: [C:1]([C:6]1[CH:7]=[C:8]([F:28])[C:9]([N:19]2[CH2:24][CH2:23][CH:22]([C:25]([OH:27])=O)[CH2:21][CH2:20]2)=[N:10][C:11]=1[CH2:12][N:13]1[CH2:17][CH2:16][CH2:15][C:14]1=[O:18])(=[O:5])[CH2:2][CH2:3][CH3:4].CN(C(ON1N=NC2C=CC=CC1=2)=[N+](C)C)C.[B-](F)(F)(F)F.CCN(C(C)C)C(C)C.[C:60]1([CH2:66][S:67]([NH2:70])(=[O:69])=[O:68])[CH:65]=[CH:64][CH:63]=[CH:62][CH:61]=1. (6) Given the product [Cl:1][C:2]1[CH:3]=[C:4]([C:9]2[NH:13][N:12]=[C:11]([N:14]3[CH2:15][CH2:16][C:17](=[O:18])[CH2:22][CH2:23]3)[CH:10]=2)[CH:5]=[CH:6][C:7]=1[Cl:8], predict the reactants needed to synthesize it. The reactants are: [Cl:1][C:2]1[CH:3]=[C:4]([C:9]2[NH:13][N:12]=[C:11]([N:14]3[CH2:23][CH2:22][C:17]4(OCC[O:18]4)[CH2:16][CH2:15]3)[CH:10]=2)[CH:5]=[CH:6][C:7]=1[Cl:8].Cl. (7) The reactants are: [NH:1]1[CH2:5][CH2:4][CH2:3][CH:2]1[C:6]([OH:8])=[O:7].C=O.[CH3:11]C(O)=O. Given the product [CH3:11][N:1]1[CH2:5][CH2:4][CH2:3][CH:2]1[C:6]([OH:8])=[O:7], predict the reactants needed to synthesize it. (8) Given the product [C:1]([O:4][CH2:5][CH2:6][O:7][C:8]1[CH:13]=[CH:12][C:11]([C:14]([N:16]2[C:22]3[CH:23]=[CH:24][CH:25]=[CH:26][C:21]=3[CH2:20][N:19]([C:30](=[O:31])[NH:29][CH2:32][CH2:33][CH3:34])[C@H:18]([CH3:27])[CH2:17]2)=[O:15])=[C:10]([Cl:28])[CH:9]=1)(=[O:3])[CH3:2], predict the reactants needed to synthesize it. The reactants are: [C:1]([O:4][CH2:5][CH2:6][O:7][C:8]1[CH:13]=[CH:12][C:11]([C:14]([N:16]2[C:22]3[CH:23]=[CH:24][CH:25]=[CH:26][C:21]=3[CH2:20][NH:19][C@H:18]([CH3:27])[CH2:17]2)=[O:15])=[C:10]([Cl:28])[CH:9]=1)(=[O:3])[CH3:2].[N:29]([CH2:32][CH2:33][CH3:34])=[C:30]=[O:31]. (9) Given the product [N:54]([CH2:25][C:21]1[C:22]([Br:24])=[N:23][C:18]([N:15]2[CH2:16][CH2:17][C:13]([C:5]3[CH:4]=[C:3]([C:2]([F:32])([F:31])[F:1])[CH:8]=[C:7]([C:9]([F:12])([F:11])[F:10])[CH:6]=3)([C:27]([F:30])([F:29])[F:28])[CH2:14]2)=[CH:19][CH:20]=1)=[N+:55]=[N-:56], predict the reactants needed to synthesize it. The reactants are: [F:1][C:2]([F:32])([F:31])[C:3]1[CH:4]=[C:5]([C:13]2([C:27]([F:30])([F:29])[F:28])[CH2:17][CH2:16][N:15]([C:18]3[N:23]=[C:22]([Br:24])[C:21]([CH2:25]O)=[CH:20][CH:19]=3)[CH2:14]2)[CH:6]=[C:7]([C:9]([F:12])([F:11])[F:10])[CH:8]=1.C1(C)C=CC=CC=1.C1(P([N:54]=[N+:55]=[N-:56])(C2C=CC=CC=2)=O)C=CC=CC=1.C1CCN2C(=NCCC2)CC1. (10) The reactants are: [CH2:1]([O:3][C:4]([CH:6]1[CH2:11][CH2:10][CH2:9][NH:8][CH2:7]1)=[O:5])[CH3:2].C([N:29]=[C:30]=[S:31])(OCC1C2C(=CC=CC=2)C2C1=CC=CC=2)=O. Given the product [CH2:1]([O:3][C:4]([CH:6]1[CH2:11][CH2:10][CH2:9][N:8]([C:30](=[S:31])[NH2:29])[CH2:7]1)=[O:5])[CH3:2], predict the reactants needed to synthesize it.